Dataset: Full USPTO retrosynthesis dataset with 1.9M reactions from patents (1976-2016). Task: Predict the reactants needed to synthesize the given product. (1) Given the product [CH3:1][O:2][C:3]([C:5]1[C:9]2[N:10]=[CH:11][N:12]([CH2:25][C:26]([C:28]3[CH:33]=[CH:32][CH:31]=[C:30]([O:34][CH3:35])[CH:29]=3)=[O:27])[C:13](=[O:14])[C:8]=2[N:7]([CH2:15][O:16][CH2:17][CH2:18][Si:19]([CH3:22])([CH3:21])[CH3:20])[C:6]=1[Cl:23])=[O:4], predict the reactants needed to synthesize it. The reactants are: [CH3:1][O:2][C:3]([C:5]1[C:9]2[N:10]=[CH:11][NH:12][C:13](=[O:14])[C:8]=2[N:7]([CH2:15][O:16][CH2:17][CH2:18][Si:19]([CH3:22])([CH3:21])[CH3:20])[C:6]=1[Cl:23])=[O:4].Br[CH2:25][C:26]([C:28]1[CH:33]=[CH:32][CH:31]=[C:30]([O:34][CH3:35])[CH:29]=1)=[O:27].C(=O)([O-])[O-].[K+].[K+]. (2) The reactants are: C([O-])([O-])=[O:2].[K+].[K+].[CH2:7]([NH:14][CH:15]1[CH2:20][CH2:19][CH:18]([O:21][C:22]2[CH:29]=[CH:28][C:25]([C:26]#[N:27])=[CH:24][N:23]=2)[CH2:17][CH2:16]1)[C:8]1[CH:13]=[CH:12][CH:11]=[CH:10][CH:9]=1.OO. Given the product [CH2:7]([NH:14][C@H:15]1[CH2:16][CH2:17][C@H:18]([O:21][C:22]2[CH:29]=[CH:28][C:25]([C:26]([NH2:27])=[O:2])=[CH:24][N:23]=2)[CH2:19][CH2:20]1)[C:8]1[CH:13]=[CH:12][CH:11]=[CH:10][CH:9]=1, predict the reactants needed to synthesize it. (3) Given the product [CH3:1][C:2]1[CH:7]=[CH:6][C:5]([C:8]2[CH:9]=[C:10]([C:11]([F:14])([F:13])[F:12])[N:23]3[N:24]=[CH:25][C:26]([C:27]4[CH:32]=[CH:31][N:30]=[CH:29][CH:28]=4)=[C:22]3[N:21]=2)=[CH:4][C:3]=1[C:17]([F:20])([F:19])[F:18], predict the reactants needed to synthesize it. The reactants are: [CH3:1][C:2]1[CH:7]=[CH:6][C:5]([C:8](=O)[CH2:9][C:10](=O)[C:11]([F:14])([F:13])[F:12])=[CH:4][C:3]=1[C:17]([F:20])([F:19])[F:18].[NH2:21][C:22]1[C:26]([C:27]2[CH:32]=[CH:31][N:30]=[CH:29][CH:28]=2)=[CH:25][NH:24][N:23]=1. (4) Given the product [Cl:12][C:8]1[C:5]2=[N:6][CH:7]=[C:2]([O:19][CH2:18][C:14]3[O:13][CH:17]=[CH:16][N:15]=3)[N:3]=[C:4]2[CH:11]=[CH:10][N:9]=1, predict the reactants needed to synthesize it. The reactants are: Cl[C:2]1[N:3]=[C:4]2[CH:11]=[CH:10][N:9]=[C:8]([Cl:12])[C:5]2=[N:6][CH:7]=1.[O:13]1[CH:17]=[CH:16][N:15]=[C:14]1[CH2:18][OH:19].[H-].[Na+]. (5) Given the product [NH2:41][C:38]1[CH:37]=[CH:36][C:35]([S:32]([N:31]([CH2:44][CH2:45][CH:46]([CH3:48])[CH3:47])[C@H:28]([CH2:29][OH:30])[CH2:27][CH2:26][CH:2]([F:1])[CH2:3][NH:4][C:5](=[O:25])[C@H:6]([CH:12]([C:13]2[CH:18]=[CH:17][CH:16]=[CH:15][CH:14]=2)[C:19]2[CH:20]=[CH:21][CH:22]=[CH:23][CH:24]=2)[NH:7][C:8]([O:10][CH3:11])=[O:9])(=[O:33])=[O:34])=[CH:40][CH:39]=1, predict the reactants needed to synthesize it. The reactants are: [F:1][CH:2]([CH2:26][CH2:27][C@H:28]([N:31]([CH2:44][CH2:45][CH:46]([CH3:48])[CH3:47])[S:32]([C:35]1[CH:40]=[CH:39][C:38]([N+:41]([O-])=O)=[CH:37][CH:36]=1)(=[O:34])=[O:33])[CH2:29][OH:30])[CH2:3][NH:4][C:5](=[O:25])[C@H:6]([CH:12]([C:19]1[CH:24]=[CH:23][CH:22]=[CH:21][CH:20]=1)[C:13]1[CH:18]=[CH:17][CH:16]=[CH:15][CH:14]=1)[NH:7][C:8]([O:10][CH3:11])=[O:9]. (6) The reactants are: C(OC(=O)[NH:7][C:8]1[CH:9]=[C:10]([C:22]2[CH:27]=[CH:26][CH:25]=[CH:24][C:23]=2[S:28]([CH2:31][CH2:32][OH:33])(=[O:30])=[O:29])[CH:11]=[CH:12][C:13]=1[NH:14]C(OC(C)(C)C)=O)(C)(C)C.Cl. Given the product [NH2:7][C:8]1[CH:9]=[C:10]([C:22]2[C:23]([S:28]([CH2:31][CH2:32][OH:33])(=[O:30])=[O:29])=[CH:24][CH:25]=[CH:26][CH:27]=2)[CH:11]=[CH:12][C:13]=1[NH2:14], predict the reactants needed to synthesize it. (7) Given the product [C:1]([N:4]1[C:13]2[C:8](=[CH:9][C:10]([NH:14][C:30](=[O:31])[C:27]3[CH:28]=[CH:29][C:24]([C:33]4[CH:38]=[CH:37][CH:36]=[CH:35][CH:34]=4)=[CH:25][CH:26]=3)=[CH:11][CH:12]=2)[C:7]([C:16]2[CH:21]=[CH:20][CH:19]=[CH:18][CH:17]=2)([CH3:15])[CH2:6][C:5]1([CH3:23])[CH3:22])(=[O:3])[CH3:2], predict the reactants needed to synthesize it. The reactants are: [C:1]([N:4]1[C:13]2[C:8](=[CH:9][C:10]([NH2:14])=[CH:11][CH:12]=2)[C:7]([C:16]2[CH:21]=[CH:20][CH:19]=[CH:18][CH:17]=2)([CH3:15])[CH2:6][C:5]1([CH3:23])[CH3:22])(=[O:3])[CH3:2].[C:24]1([C:33]2[CH:38]=[CH:37][CH:36]=[CH:35][CH:34]=2)[CH:29]=[CH:28][C:27]([C:30](Cl)=[O:31])=[CH:26][CH:25]=1.C(N(CC)C(C)C)(C)C.